Dataset: Forward reaction prediction with 1.9M reactions from USPTO patents (1976-2016). Task: Predict the product of the given reaction. (1) Given the reactants Cl[C:2]1[C:11]2[C:6](=[CH:7][CH:8]=[C:9]([C:12]3[CH:17]=[CH:16][CH:15]=[C:14]([F:18])[CH:13]=3)[CH:10]=2)[N:5]=[C:4]([C:19]2[CH:20]=[N:21][CH:22]=[CH:23][CH:24]=2)[N:3]=1.[NH2:25][CH2:26][CH2:27][C:28]([OH:30])=[O:29].CCN(C(C)C)C(C)C.C([O-])([O-])=O.[K+].[K+], predict the reaction product. The product is: [F:18][C:14]1[CH:13]=[C:12]([C:9]2[CH:10]=[C:11]3[C:6](=[CH:7][CH:8]=2)[N:5]=[C:4]([C:19]2[CH:20]=[N:21][CH:22]=[CH:23][CH:24]=2)[N:3]=[C:2]3[NH:25][CH2:26][CH2:27][C:28]([OH:30])=[O:29])[CH:17]=[CH:16][CH:15]=1. (2) Given the reactants II.[C:3]([O:6][CH2:7][CH2:8][CH2:9][CH2:10][CH2:11][CH2:12]Br)(=[O:5])[CH3:4].[Li+].[Br-].Br[CH2:17][CH2:18][CH2:19][CH2:20][CH2:21][CH2:22][CH2:23][CH2:24][CH2:25][CH2:26][CH2:27][O:28][CH:29]1[CH2:34][CH2:33][CH2:32][CH2:31][O:30]1, predict the reaction product. The product is: [C:3]([O:6][CH2:7][CH2:8][CH2:9][CH2:10][CH2:11][CH2:12][CH2:17][CH2:18][CH2:19][CH2:20][CH2:21][CH2:22][CH2:23][CH2:24][CH2:25][CH2:26][CH2:27][O:28][CH:29]1[CH2:34][CH2:33][CH2:32][CH2:31][O:30]1)(=[O:5])[CH3:4]. (3) Given the reactants C([N:4]1[C:46]2[C:41](=[CH:42][CH:43]=[C:44]([Cl:47])[CH:45]=2)[C:6]2([CH:11]([C:12]3[CH:17]=[C:16]([Cl:18])[CH:15]=[CH:14][C:13]=3[O:19][C:20]([CH2:30][CH3:31])([CH2:28][CH3:29])[C:21]([NH:23][S:24]([CH3:27])(=[O:26])=[O:25])=[O:22])[CH2:10][C:9](=O)[NH:8][CH:7]2[C:33]2[CH:38]=[C:37]([Cl:39])[CH:36]=[CH:35][C:34]=2[CH3:40])[C:5]1=[O:48])(=O)C.P12(SP3(SP(SP(S3)(S1)=S)(=S)S2)=S)=[S:50], predict the reaction product. The product is: [Cl:47][C:44]1[CH:45]=[C:46]2[NH:4][C:5](=[O:48])[C:6]3([CH:11]([C:12]4[CH:17]=[C:16]([Cl:18])[CH:15]=[CH:14][C:13]=4[O:19][C:20]([CH2:30][CH3:31])([CH2:28][CH3:29])[C:21]([NH:23][S:24]([CH3:27])(=[O:25])=[O:26])=[O:22])[CH2:10][C:9](=[S:50])[NH:8][CH:7]3[C:33]3[CH:38]=[C:37]([Cl:39])[CH:36]=[CH:35][C:34]=3[CH3:40])[C:41]2=[CH:42][CH:43]=1. (4) Given the reactants F[C:2]1[CH:7]=[C:6]([C:8]2[N:12]3[N:13]=[CH:14][CH:15]=[CH:16][C:11]3=[N:10][C:9]=2[C:17]2[CH:22]=[CH:21][CH:20]=[C:19]([CH3:23])[CH:18]=2)[CH:5]=[CH:4][N:3]=1.[CH:24]1([CH2:27][NH2:28])[CH2:26][CH2:25]1, predict the reaction product. The product is: [CH:24]1([CH2:27][NH:28][C:2]2[CH:7]=[C:6]([C:8]3[N:12]4[N:13]=[CH:14][CH:15]=[CH:16][C:11]4=[N:10][C:9]=3[C:17]3[CH:22]=[CH:21][CH:20]=[C:19]([CH3:23])[CH:18]=3)[CH:5]=[CH:4][N:3]=2)[CH2:26][CH2:25]1. (5) The product is: [ClH:1].[Cl:1][C:2]1[CH:3]=[C:4]([CH:15]=[CH:16][C:17]=1[Cl:18])[O:5][CH:6]1[CH2:7][CH2:8][N:9]([CH2:12][CH2:13][NH:14][C:26](=[O:27])[C:25]2[CH:29]=[CH:30][CH:31]=[C:23]([S:20]([CH3:19])(=[O:22])=[O:21])[CH:24]=2)[CH2:10][CH2:11]1. Given the reactants [Cl:1][C:2]1[CH:3]=[C:4]([CH:15]=[CH:16][C:17]=1[Cl:18])[O:5][CH:6]1[CH2:11][CH2:10][N:9]([CH2:12][CH2:13][NH2:14])[CH2:8][CH2:7]1.[CH3:19][S:20]([C:23]1[CH:24]=[C:25]([CH:29]=[CH:30][CH:31]=1)[C:26](O)=[O:27])(=[O:22])=[O:21].C(N(CC)CC)C.C1CN([P+](Br)(N2CCCC2)N2CCCC2)CC1.F[P-](F)(F)(F)(F)F, predict the reaction product. (6) Given the reactants [C:1]([O:4][CH:5]1[O:19][C@H:18]([CH2:20][O:21][C:22](=[O:24])[CH3:23])[C@@H:13]([O:14][C:15](=[O:17])[CH3:16])[C@H:8]([O:9][C:10](=[O:12])[CH3:11])[C@H:6]1[NH2:7])(=[O:3])[CH3:2].[I:25][C:26]1[CH:31]=[C:30]([I:32])[CH:29]=[C:28]([I:33])[C:27]=1[C:34]1[CH:39]=[CH:38][C:37]([C:40](Cl)=[O:41])=[C:36]([N+:43]([O-:45])=[O:44])[CH:35]=1, predict the reaction product. The product is: [N+:43]([C:36]1[CH:35]=[C:34]([C:27]2[C:28]([I:33])=[CH:29][C:30]([I:32])=[CH:31][C:26]=2[I:25])[CH:39]=[CH:38][C:37]=1[C:40]([C:5]1([O:19][C@H:18]([CH2:20][O:21][C:22](=[O:24])[CH3:23])[C@@H:13]([O:14][C:15](=[O:17])[CH3:16])[C@H:8]([O:9][C:10](=[O:12])[CH3:11])[C@H:6]1[NH2:7])[O:4][C:1](=[O:3])[CH3:2])=[O:41])([O-:45])=[O:44]. (7) Given the reactants [Br:1][C:2]1[N:7]=[C:6]([NH:8][C:9](=[O:15])[O:10][C:11]([CH3:14])([CH3:13])[CH3:12])[CH:5]=[CH:4][C:3]=1[Cl:16].[H-].[Na+].CC1C=CC(S(O[CH2:30][CH:31]2[CH2:36][CH2:35][O:34][C:33]([CH3:38])([CH3:37])[CH2:32]2)(=O)=O)=CC=1, predict the reaction product. The product is: [C:11]([O:10][C:9](=[O:15])[N:8]([C:6]1[CH:5]=[CH:4][C:3]([Cl:16])=[C:2]([Br:1])[N:7]=1)[CH2:30][CH:31]1[CH2:36][CH2:35][O:34][C:33]([CH3:38])([CH3:37])[CH2:32]1)([CH3:13])([CH3:12])[CH3:14]. (8) Given the reactants [C:1]([O:5][C:6](=[O:20])/[N:7]=[C:8](/[C:12]1[CH:17]=[C:16]([Br:18])[CH:15]=[CH:14][C:13]=1[F:19])\[CH:9]([F:11])[F:10])([CH3:4])([CH3:3])[CH3:2].[CH2:21]([Mg]Cl)[CH:22]=[CH2:23], predict the reaction product. The product is: [C:1]([O:5][C:6](=[O:20])[NH:7][C:8]([C:12]1[CH:17]=[C:16]([Br:18])[CH:15]=[CH:14][C:13]=1[F:19])([CH:9]([F:10])[F:11])[CH2:23][CH:22]=[CH2:21])([CH3:4])([CH3:2])[CH3:3]. (9) The product is: [NH:29]1[C:30]2[C:26](=[C:25]([CH2:23][NH:1][C:4]3[C:5]4[CH:6]=[CH:7][C:8]([NH:22][CH2:21][C:19]5[O:20][C:16]([CH3:15])=[CH:17][CH:18]=5)=[N:9][C:10]=4[CH:11]=[CH:12][CH:13]=3)[CH:33]=[CH:32][CH:31]=2)[CH:27]=[CH:28]1. Given the reactants [N+:1]([C:4]1[CH:13]=[CH:12][CH:11]=[C:10]2[C:5]=1[CH:6]=[CH:7][C:8](Cl)=[N:9]2)([O-])=O.[CH3:15][C:16]1[O:20][C:19]([CH2:21][NH2:22])=[CH:18][CH:17]=1.[CH:23]([C:25]1[CH:33]=[CH:32][CH:31]=[C:30]2[C:26]=1[CH:27]=[CH:28][NH:29]2)=O, predict the reaction product. (10) Given the reactants C([O-])([O-])=O.[Cs+].[Cs+].[Cl:7][C:8]1[CH:13]=[CH:12][C:11]([C:14]2[C:18]3[CH2:19][N:20]([C:23](=[O:25])[CH3:24])[CH2:21][CH2:22][C:17]=3[NH:16][N:15]=2)=[CH:10][CH:9]=1.Br[CH2:27][CH2:28][CH2:29][Cl:30].O, predict the reaction product. The product is: [Cl:7][C:8]1[CH:9]=[CH:10][C:11]([C:14]2[C:18]3[CH2:19][N:20]([C:23](=[O:25])[CH3:24])[CH2:21][CH2:22][C:17]=3[N:16]([CH2:27][CH2:28][CH2:29][Cl:30])[N:15]=2)=[CH:12][CH:13]=1.